This data is from Forward reaction prediction with 1.9M reactions from USPTO patents (1976-2016). The task is: Predict the product of the given reaction. (1) Given the reactants [F:1][C:2]([F:24])([F:23])[CH2:3][O:4][C:5]1[CH:10]=[CH:9][C:8]([N:11]2[CH2:15][CH2:14][C:13]3([CH2:20][CH2:19][NH:18][C:17](=[O:21])[CH2:16]3)[C:12]2=[O:22])=[CH:7][CH:6]=1.[CH3:25][C:26]([CH3:32])([CH3:31])[CH2:27][C:28](Cl)=[O:29], predict the reaction product. The product is: [CH3:25][C:26]([CH3:32])([CH3:31])[CH2:27][C:28]([N:18]1[CH2:19][CH2:20][C:13]2([C:12](=[O:22])[N:11]([C:8]3[CH:9]=[CH:10][C:5]([O:4][CH2:3][C:2]([F:1])([F:23])[F:24])=[CH:6][CH:7]=3)[CH2:15][CH2:14]2)[CH2:16][C:17]1=[O:21])=[O:29]. (2) Given the reactants [NH2:1][C:2]1[CH:3]=[N:4][N:5]([CH3:22])[C:6]=1[N:7]1[CH2:12][CH2:11][CH2:10][C@H:9]([CH2:13][NH:14]C(=O)OC(C)(C)C)[CH2:8]1.[NH2:23][C:24]1[C:25]([C:31]([OH:33])=O)=[N:26][C:27](Br)=[CH:28][CH:29]=1.[F:34][C:35]1[CH:40]=[CH:39][CH:38]=[CH:37][C:36]=1B(O)O, predict the reaction product. The product is: [NH2:23][C:24]1[C:25]([C:31]([NH:1][C:2]2[CH:3]=[N:4][N:5]([CH3:22])[C:6]=2[N:7]2[CH2:12][CH2:11][CH2:10][C@@H:9]([CH2:13][NH2:14])[CH2:8]2)=[O:33])=[N:26][C:27]([C:36]2[CH:37]=[CH:38][CH:39]=[CH:40][C:35]=2[F:34])=[CH:28][CH:29]=1. (3) Given the reactants [F:1][C:2]1[CH:3]=[C:4]([C:29]2[C:30]([C:35]#[N:36])=[CH:31][CH:32]=[CH:33][CH:34]=2)[CH:5]=[CH:6][C:7]=1[CH2:8][C:9]1[C:10](=[O:28])[N:11]([C@H:21]2[CH2:26][CH2:25][C@H:24]([OH:27])[CH2:23][CH2:22]2)[C:12]2[N:13]([N:18]=[CH:19][N:20]=2)[C:14]=1[CH2:15][CH2:16][CH3:17].[N+](=CC(OCC)=[O:41])=[N-].[C:45]1([CH3:51])[CH:50]=CC=C[CH:46]=1, predict the reaction product. The product is: [F:1][C:2]1[CH:3]=[C:4]([C:29]2[C:30]([C:35]#[N:36])=[CH:31][CH:32]=[CH:33][CH:34]=2)[CH:5]=[CH:6][C:7]=1[CH2:8][C:9]1[C:10](=[O:28])[N:11]([C@H:21]2[CH2:26][CH2:25][C@H:24]([O:27][CH2:46][C:45]([OH:41])([CH3:51])[CH3:50])[CH2:23][CH2:22]2)[C:12]2[N:13]([N:18]=[CH:19][N:20]=2)[C:14]=1[CH2:15][CH2:16][CH3:17]. (4) Given the reactants [CH:1]1[CH:2]=[CH:3][C:4]2[O:10][C:8](=[O:9])[NH:7][C:5]=2[CH:6]=1.[Br:11]N1C(=O)CCC1=O.O, predict the reaction product. The product is: [Br:11][C:2]1[CH:1]=[CH:6][C:5]2[NH:7][C:8](=[O:9])[O:10][C:4]=2[CH:3]=1. (5) Given the reactants [C:1]([NH:8][C@H:9]([C:13]([OH:15])=O)[C@@H:10]([CH3:12])[OH:11])([O:3][C:4]([CH3:7])([CH3:6])[CH3:5])=[O:2].C[C@@H](O)[C@@H]1NC(=O)[C@H](CCN)NC(=O)[C@H](CCN)NC(=O)[C@H](CC(C)C)NC(=O)[C@@H](CC2C=CC=CC=2)NC(=O)[C@H](CCN)NC(=O)[C@@H](NC([C@@H](N)CCN)=O)CCNC1=O.OS(O)(=O)=O.CN(C(ON1N=NC2C=CC=NC1=2)=[N+](C)C)C.F[P-](F)(F)(F)(F)F.C(N(CC)C(C)C)(C)C.[CH3:115][C:116]([CH3:136])=[CH:117][CH2:118][CH2:119]/[C:120](/[CH3:135])=[CH:121]/[CH2:122][CH2:123]/[C:124](/[CH3:134])=[CH:125]/[CH2:126][S:127][CH2:128][C@H:129]([NH2:133])[C:130]([OH:132])=[O:131], predict the reaction product. The product is: [OH:11][C@H:10]([C@@H:9]([C:13](=[O:15])[NH:133][C@H:129]([C:130]([OH:132])=[O:131])[CH2:128][S:127][CH2:126]/[CH:125]=[C:124](\[CH3:134])/[CH2:123][CH2:122]/[CH:121]=[C:120](\[CH3:135])/[CH2:119][CH2:118][CH:117]=[C:116]([CH3:136])[CH3:115])[NH:8][C:1](=[O:2])[O:3][C:4]([CH3:5])([CH3:6])[CH3:7])[CH3:12]. (6) Given the reactants Cl[C:2]1[CH:7]=[CH:6][C:5]([C:8]2[CH:13]=[CH:12][C:11]([C:14]([F:17])([F:16])[F:15])=[CH:10][CH:9]=2)=[CH:4][N:3]=1.[CH:18]([N:21]1[CH2:26][CH2:25][NH:24][CH2:23][CH2:22]1)([CH3:20])[CH3:19], predict the reaction product. The product is: [CH:18]([N:21]1[CH2:26][CH2:25][N:24]([C:2]2[CH:7]=[CH:6][C:5]([C:8]3[CH:13]=[CH:12][C:11]([C:14]([F:17])([F:16])[F:15])=[CH:10][CH:9]=3)=[CH:4][N:3]=2)[CH2:23][CH2:22]1)([CH3:20])[CH3:19].